Task: Binary Classification. Given a miRNA mature sequence and a target amino acid sequence, predict their likelihood of interaction.. Dataset: Experimentally validated miRNA-target interactions with 360,000+ pairs, plus equal number of negative samples (1) The miRNA is hsa-miR-3148 with sequence UGGAAAAAACUGGUGUGUGCUU. The protein sequence of the target gene is MTPILTVLICLGLSLGPRTHVQAGHLPKPTLWAEPGSVITQGSPVTLRCQGGQETQEYRLYREKKTALWITRIPQELVKKGQFPIPSITWEHAGRYRCYYGSDTAGRSESSDPLELVVTGAYIKPTLSAQPSPVVNSGGNVILQCDSQVAFDGFSLCKEGEDEHPQCLNSQPHARGSSRAIFSVGPVSPSRRWWYRCYAYDSNSPYEWSLPSDLLELLVLGVSKKPSLSVQPGPIVAPEETLTLQCGSDAGYNRFVLYKDGERDFLQLAGAQPQAGLSQANFTLGPVSRSYGGQYRCYGA.... Result: 0 (no interaction). (2) The miRNA is rno-miR-327 with sequence CCUUGAGGGGCAUGAGGGU. The protein sequence of the target gene is MADGGEREELLSPSPVSPAKRQCSWPSPQAHHPRGSPGAAGGGAGGVGSSCLVLGARPHLQPDSLLDCAAKTVAEKWAYERVEERFERIPEPVQRRIVYWSFPRNEREICMYSSFQYRGGPGAGAAGGAAGASPAEEGPQPPPGAAAPAGSAPGGVAAGASPGLGAGAGAAGCGGEGLPFRRGIRLLDSGSVENVLQVGFHLSGTVTELATASEPAVTYKVAISFDRCKITSVTCGCGNKDIFYCAHVVALSLYRIRKPDQVKLRLPISETLFQMNRDQLQKFIQYLITAHHTEVLPTAQ.... Result: 0 (no interaction). (3) The miRNA is hsa-miR-6833-3p with sequence UUUCUCUCUCCACUUCCUCAG. The protein sequence of the target gene is MEDSASASLSSAAATGTSTSTPAAPTARKQLDKEQVRKAVDALLTHCKSRKNNYGLLLNENESLFLMVVLWKIPSKELRVRLTLPHSIRSDSEDICLFTKDEPNSTPEKTEQFYRKLLNKHGIKTVSQIISLQTLKKEYKSYEAKLRLLSSFDFFLTDARIRRLLPSLIGRHFYQRKKVPVSVNLLSKNLSREINDCIGGTVLNISKSGSCSAIRIGHVGMQIEHIIENIVAVTKGLSEKLPEKWESVKLLFVKTEKSAALPIFSSFVSNWDEATKRSLLNKKKKEARRKRRERNFEKQK.... Result: 1 (interaction). (4) The miRNA is mmu-miR-1894-3p with sequence GCAAGGGAGAGGGUGAAGGGAG. The protein sequence of the target gene is MECLRSLPCLLPRAMRLPRRTLCALALDVTSVGPPVAACGRRANLIGRSRAAQLCGPDRLRVAGEVHRFRTSDVSQATLASVAPVFTVTKFDKQGNVTSFERKKTELYQELGLQARDLRFQHVMSITVRNNRIIMRMEYLKAVITPECLLILDYRNLNLEQWLFRELPSQLSGEGQLVTYPLPFEFRAIEALLQYWINTLQGKLSILQPLILETLDALVDPKHSSVDRSKLHILLQNGKSLSELETDIKIFKESILEILDEEELLEELCVSKWSDPQVFEKSSAGIDHAEEMELLLENYY.... Result: 0 (no interaction). (5) The protein sequence of the target gene is MFASCHCAPRGRRTMKMIHFRSSSIKSLNQEMKCTIRLLDDSEVSCHIQRETKGQFLIEYICNYYSLLEKDYFGIRYVDPEKQRHWLEPNKSIFKQMKSHPPYTMCFRVKFYPHEPLKIKEELTRYLLYLQIKRDIFHGRLLCSFSDAAYLGACIVQAEFGDYYPDEHPENYISEFEIFPKQSQKLERKIMEIHNNELRGQSPAIAEFNLLLKAHTLETYGVDPHPCKDSRGATAFLGFTAAGFVVFQGNKRIHLRKWSDVCKLKFEGKTFYVIGSQKEKNAVLAFHTSTPAACKHLWKC.... The miRNA is rno-miR-24-3p with sequence UGGCUCAGUUCAGCAGGAACAG. Result: 0 (no interaction). (6) The miRNA is hsa-miR-548au-3p with sequence UGGCAGUUACUUUUGCACCAG. The protein sequence of the target gene is MSAGGPCPAGAGGGPGGSSCPVGVSPGGVSMFRWLEVLEKEFDKAFVDVDLLLGEIDPDQADITYEGRQKMTSLSSCFAQLCHKAQTVSQINHKLEAQLVDLRSELTETQAEKVVLEKEVHEQLLQLHSTQLQLHAKTGQSVDSGAIKAKLSVHSVEDLERELEANKTEKVKEARLEAEVKLLRKENEALRRHIAVLQAEVYGARLAAKYLDKELAGRVQQIQLLGRDMKGPAHDKLWNQLEAEIHLHRHKTVIRACRGRNDLKRPMQAPPGHDQDSLKKSQGVGPIRKVLLLKEDHEGL.... Result: 0 (no interaction). (7) Result: 1 (interaction). The protein sequence of the target gene is MAVSAGSARTSPSSDKVQKDKAELISGPRQDSRIGKLLGFEWTDLSSWRRLVTLLNRPTDPASLAVFRFLFGFLMVLDIPQERGLSSLDRKYLDGLDVCRFPLLDALRPLPLDWMYLVYTIMFLGALGMMLGLCYRISCVLFLLPYWYVFLLDKTSWNNHSYLYGLLAFQLTFMDANHYWSVDGLLNAHRRNAHVPLWNYAVLRGQIFIVYFIAGVKKLDADWVEGYSMEYLSRHWLFSPFKLLLSEELTSLLVVHWGGLLLDLSAGFLLFFDVSRSIGLFFVSYFHCMNSQLFSIGMFS.... The miRNA is hsa-miR-4537 with sequence UGAGCCGAGCUGAGCUUAGCUG.